This data is from Forward reaction prediction with 1.9M reactions from USPTO patents (1976-2016). The task is: Predict the product of the given reaction. (1) The product is: [C:31]([N:7]([CH2:8][CH:9]1[CH2:14][CH2:13][N:12]([C:15]([O:17][C:18]([CH3:19])([CH3:20])[CH3:21])=[O:16])[CH2:11][CH2:10]1)[CH2:6][C:5]1[CH:22]=[CH:23][C:2]([Cl:1])=[CH:3][CH:4]=1)(=[O:33])[CH3:32]. Given the reactants [Cl:1][C:2]1[CH:23]=[CH:22][C:5]([CH2:6][NH:7][CH2:8][CH:9]2[CH2:14][CH2:13][N:12]([C:15]([O:17][C:18]([CH3:21])([CH3:20])[CH3:19])=[O:16])[CH2:11][CH2:10]2)=[CH:4][CH:3]=1.C(N(CC)CC)C.[C:31](OC(=O)C)(=[O:33])[CH3:32].C(OCC)(=O)C, predict the reaction product. (2) Given the reactants [C:1]([O:5][C:6](=[O:30])[CH2:7][C@@H:8]([C:15](N1[C@H](C)[C@H](C2C=CC=CC=2)OC1=O)=[O:16])[CH2:9][C@H:10]([CH3:14])[CH2:11][CH2:12][CH3:13])([CH3:4])([CH3:3])[CH3:2].[Li+].[OH-].OO.S(=O)(O)[O-:36].[Na+].S([O-])([O-])=O.[Na+].[Na+], predict the reaction product. The product is: [C:1]([O:5][C:6](=[O:30])[CH2:7][C@H:8]([CH2:9][C@H:10]([CH3:14])[CH2:11][CH2:12][CH3:13])[C:15]([OH:16])=[O:36])([CH3:2])([CH3:3])[CH3:4]. (3) Given the reactants C([O:5][C:6](=[O:42])[CH2:7][O:8][C:9]1[CH:14]=[CH:13][C:12]([CH2:15][CH2:16][C:17]([N:19]2[CH2:40][CH2:39][C:22]3([NH:26]/[C:25](=[N:27]/[C:28]([C:30]4[C:35]([NH2:36])=[N:34][C:33]([NH2:37])=[C:32]([Cl:38])[N:31]=4)=[O:29])/[NH:24][CH2:23]3)[CH2:21][CH2:20]2)=[O:18])=[CH:11][C:10]=1[Cl:41])(C)(C)C.Cl, predict the reaction product. The product is: [Cl:41][C:10]1[CH:11]=[C:12]([CH2:15][CH2:16][C:17]([N:19]2[CH2:20][CH2:21][C:22]3([NH:26]/[C:25](=[N:27]/[C:28]([C:30]4[C:35]([NH2:36])=[N:34][C:33]([NH2:37])=[C:32]([Cl:38])[N:31]=4)=[O:29])/[NH:24][CH2:23]3)[CH2:39][CH2:40]2)=[O:18])[CH:13]=[CH:14][C:9]=1[O:8][CH2:7][C:6]([OH:42])=[O:5]. (4) Given the reactants [CH3:1][C:2]1[O:3][C:4]([C:7]([F:10])([F:9])[F:8])=[CH:5][CH:6]=1.[Br:11]N1C(=O)CCC1=O.O, predict the reaction product. The product is: [Br:11][CH2:1][C:2]1[O:3][C:4]([C:7]([F:10])([F:9])[F:8])=[CH:5][CH:6]=1.